From a dataset of Forward reaction prediction with 1.9M reactions from USPTO patents (1976-2016). Predict the product of the given reaction. (1) The product is: [OH:24][C:21]1[CH:20]=[CH:19][C:18]([NH:17][C:16]([C@@H:12]2[CH2:13][CH2:14][CH2:15][NH:11]2)=[O:32])=[CH:23][CH:22]=1. Given the reactants C(OC([N:11]1[CH2:15][CH2:14][CH2:13][C@H:12]1[C:16](=[O:32])[NH:17][C:18]1[CH:23]=[CH:22][C:21]([O:24]CC2C=CC=CC=2)=[CH:20][CH:19]=1)=O)C1C=CC=CC=1.[H][H], predict the reaction product. (2) Given the reactants C1COCC1.O[Li].O.C[O:10][C:11](=[O:49])[CH2:12][O:13][C:14]1[CH:19]=[CH:18][C:17]([O:20][CH2:21][C:22]2[S:23][C:24]([C:37]3[CH:42]=[CH:41][C:40]([O:43][C:44]([F:47])([F:46])[F:45])=[CH:39][CH:38]=3)=[C:25]([C:27]3[CH:32]=[CH:31][C:30]([O:33][CH:34]([CH3:36])[CH3:35])=[CH:29][CH:28]=3)[N:26]=2)=[CH:16][C:15]=1[CH3:48], predict the reaction product. The product is: [CH:34]([O:33][C:30]1[CH:29]=[CH:28][C:27]([C:25]2[N:26]=[C:22]([CH2:21][O:20][C:17]3[CH:18]=[CH:19][C:14]([O:13][CH2:12][C:11]([OH:49])=[O:10])=[C:15]([CH3:48])[CH:16]=3)[S:23][C:24]=2[C:37]2[CH:38]=[CH:39][C:40]([O:43][C:44]([F:46])([F:47])[F:45])=[CH:41][CH:42]=2)=[CH:32][CH:31]=1)([CH3:36])[CH3:35]. (3) The product is: [NH2:16][C:11]1[CH:12]=[CH:13][CH:14]=[C:15]2[C:10]=1[C:9](=[O:19])[C:8]1([NH:20][C:21]([C:23]3[CH:24]=[N:25][C:26]4[C:31]([CH:32]=3)=[CH:30][CH:29]=[CH:28][CH:27]=4)=[O:22])[C:7]3[CH:33]=[CH:34][C:35]([CH:37]([CH3:39])[CH3:38])=[CH:36][C:6]=3[O:5][C:4]12[OH:3]. Given the reactants Cl.O.[OH:3][C:4]12[C:15]3[C:10](=[C:11]([N+:16]([O-])=O)[CH:12]=[CH:13][CH:14]=3)[C:9](=[O:19])[C:8]1([NH:20][C:21]([C:23]1[CH:24]=[N:25][C:26]3[C:31]([CH:32]=1)=[CH:30][CH:29]=[CH:28][CH:27]=3)=[O:22])[C:7]1[CH:33]=[CH:34][C:35]([CH:37]([CH3:39])[CH3:38])=[CH:36][C:6]=1[O:5]2, predict the reaction product. (4) Given the reactants [CH2:1]([S:3]([C:6]1[CH:7]=[C:8]([C:12]2[CH:20]=[C:19]([C:21]([NH:23][CH:24]3[CH2:29][CH2:28][N:27]([CH3:30])[CH2:26][CH2:25]3)=[O:22])[C:18]([CH3:31])=[C:17]3[C:13]=2[C:14]2[CH:35]=[C:34]([CH3:36])[CH:33]=[N:32][C:15]=2[NH:16]3)[CH:9]=[CH:10][CH:11]=1)(=[O:5])=[O:4])[CH3:2].[C:37]([OH:44])(=[O:43])/[CH:38]=[CH:39]/[C:40]([OH:42])=[O:41], predict the reaction product. The product is: [CH2:1]([S:3]([C:6]1[CH:7]=[C:8]([C:12]2[CH:20]=[C:19]([C:21]([NH:23][CH:24]3[CH2:25][CH2:26][N:27]([CH3:30])[CH2:28][CH2:29]3)=[O:22])[C:18]([CH3:31])=[C:17]3[C:13]=2[C:14]2[CH:35]=[C:34]([CH3:36])[CH:33]=[N:32][C:15]=2[NH:16]3)[CH:9]=[CH:10][CH:11]=1)(=[O:4])=[O:5])[CH3:2].[C:37]([OH:44])(=[O:43])/[CH:38]=[CH:39]/[C:40]([OH:42])=[O:41].[CH2:1]([S:3]([C:6]1[CH:7]=[C:8]([C:12]2[CH:20]=[C:19]([C:21]([NH:23][CH:24]3[CH2:25][CH2:26][N:27]([CH3:30])[CH2:28][CH2:29]3)=[O:22])[C:18]([CH3:31])=[C:17]3[C:13]=2[C:14]2[CH:35]=[C:34]([CH3:36])[CH:33]=[N:32][C:15]=2[NH:16]3)[CH:9]=[CH:10][CH:11]=1)(=[O:4])=[O:5])[CH3:2]. (5) Given the reactants Br[C:2]1[C:3]([CH2:8][N:9]2[CH2:14][CH2:13][N:12]([C:15]3[NH:16][C:17](=[O:26])[C:18]4[CH2:24][CH2:23][CH2:22][N:21]([CH3:25])[C:19]=4[N:20]=3)[CH2:11][CH2:10]2)=[N:4][CH:5]=[CH:6][CH:7]=1.[CH3:27][N:28](C=O)C, predict the reaction product. The product is: [CH3:25][N:21]1[C:19]2[N:20]=[C:15]([N:12]3[CH2:13][CH2:14][N:9]([CH2:8][C:3]4[C:2]([C:27]#[N:28])=[CH:7][CH:6]=[CH:5][N:4]=4)[CH2:10][CH2:11]3)[NH:16][C:17](=[O:26])[C:18]=2[CH2:24][CH2:23][CH2:22]1. (6) Given the reactants [NH2:1][CH2:2][CH:3]([C:8]1([CH3:13])[O:12][CH2:11][CH2:10][O:9]1)[C:4]([O:6][CH3:7])=[O:5].[CH:14]1[CH:19]=[C:18]2[CH:20]=[CH:21][C:22]3[C:27](=O)[O:26][C:24](=[O:25])[C:23]=3[C:17]2=[CH:16][CH:15]=1, predict the reaction product. The product is: [O:25]=[C:24]1[C:23]2[C:17]3[CH:16]=[CH:15][CH:14]=[CH:19][C:18]=3[CH:20]=[CH:21][C:22]=2[C:27](=[O:26])[N:1]1[CH2:2][CH:3]([C:8]1([CH3:13])[O:9][CH2:10][CH2:11][O:12]1)[C:4]([O:6][CH3:7])=[O:5]. (7) Given the reactants [Si]([O:8][CH2:9][C@@H:10]([NH:12][C:13]1[CH:18]=[CH:17][CH:16]=[C:15]([Cl:19])[CH:14]=1)[CH3:11])(C(C)(C)C)(C)C.C(=O)=O.CC(C)=O.[C:27]([O:31][C:32](O[C:32]([O:31][C:27]([CH3:30])([CH3:29])[CH3:28])=[O:33])=[O:33])([CH3:30])([CH3:29])[CH3:28].O, predict the reaction product. The product is: [C:27]([O:31][C:32](=[O:33])[N:12]([C:13]1[CH:18]=[CH:17][CH:16]=[C:15]([Cl:19])[CH:14]=1)[C@@H:10]([CH3:11])[CH2:9][OH:8])([CH3:30])([CH3:29])[CH3:28]. (8) Given the reactants CN(C(ON1N=NC2C=CC=NC1=2)=[N+](C)C)C.F[P-](F)(F)(F)(F)F.CCN(C(C)C)C(C)C.[CH3:34][O:35][C:36]([C:38]1[CH:43]=[CH:42][C:41]([CH2:44][C:45]([OH:47])=O)=[CH:40][CH:39]=1)=[O:37].[CH3:48][NH:49][CH:50]1[CH2:55][CH2:54][N:53]([CH2:56][CH2:57][CH:58]([C:65]2[CH:70]=[CH:69][CH:68]=[CH:67][CH:66]=2)[C:59]2[CH:64]=[CH:63][CH:62]=[CH:61][CH:60]=2)[CH2:52][CH2:51]1, predict the reaction product. The product is: [C:65]1([CH:58]([C:59]2[CH:60]=[CH:61][CH:62]=[CH:63][CH:64]=2)[CH2:57][CH2:56][N:53]2[CH2:54][CH2:55][CH:50]([N:49]([CH3:48])[C:45](=[O:47])[CH2:44][C:41]3[CH:40]=[CH:39][C:38]([C:36]([O:35][CH3:34])=[O:37])=[CH:43][CH:42]=3)[CH2:51][CH2:52]2)[CH:66]=[CH:67][CH:68]=[CH:69][CH:70]=1.